Dataset: Catalyst prediction with 721,799 reactions and 888 catalyst types from USPTO. Task: Predict which catalyst facilitates the given reaction. (1) Reactant: [F:1][C:2]([F:37])([F:36])[C:3]1[N:8]=[C:7]([NH:9][C:10](=[O:35])[NH:11][C:12]2[C:21]3[C:16](=[CH:17][CH:18]=[C:19]([C:22]4[CH2:23][CH2:24][N:25](C(OC(C)(C)C)=O)[CH2:26][CH:27]=4)[CH:20]=3)[N:15]=[CH:14][CH:13]=2)[CH:6]=[CH:5][CH:4]=1.C(O)(C(F)(F)F)=O. Product: [NH:25]1[CH2:26][CH:27]=[C:22]([C:19]2[CH:20]=[C:21]3[C:16](=[CH:17][CH:18]=2)[N:15]=[CH:14][CH:13]=[C:12]3[NH:11][C:10]([NH:9][C:7]2[CH:6]=[CH:5][CH:4]=[C:3]([C:2]([F:36])([F:37])[F:1])[N:8]=2)=[O:35])[CH2:23][CH2:24]1. The catalyst class is: 2. (2) Reactant: Br[CH2:2][C:3]1[C:8]([O:9][CH3:10])=[CH:7][CH:6]=[CH:5][C:4]=1[N:11]1[C:15](=[O:16])[N:14]([CH3:17])[N:13]=[N:12]1.[CH3:18][C:19]1[CH:24]=[CH:23][C:22]([N:25]2[CH:29]=[CH:28][C:27]([OH:30])=[N:26]2)=[CH:21][CH:20]=1.C(=O)([O-])[O-].[K+].[K+].C(#N)C. Product: [CH3:18][C:19]1[CH:20]=[CH:21][C:22]([N:25]2[CH:29]=[CH:28][C:27]([O:30][CH2:2][C:3]3[C:8]([O:9][CH3:10])=[CH:7][CH:6]=[CH:5][C:4]=3[N:11]3[C:15](=[O:16])[N:14]([CH3:17])[N:13]=[N:12]3)=[N:26]2)=[CH:23][CH:24]=1. The catalyst class is: 6. (3) Reactant: [OH:1][CH:2]([CH2:11][CH2:12][CH2:13][CH2:14][CH3:15])[CH2:3][CH2:4][CH2:5][C:6]([O:8][CH2:9][CH3:10])=[O:7].[C:16](OC(=O)C)(=[O:18])C.C(O)=O.C(O)C.Cl. Product: [CH:16]([O:1][CH:2]([CH2:11][CH2:12][CH2:13][CH2:14][CH3:15])[CH2:3][CH2:4][CH2:5][C:6]([O:8][CH2:9][CH3:10])=[O:7])=[O:18]. The catalyst class is: 17. (4) Reactant: [Cl:1][C:2]1[CH:7]=[CH:6][C:5]([CH2:8][NH:9][C:10]([CH:12]2[CH2:14][CH2:13]2)=[O:11])=[CH:4][C:3]=1[NH:15][NH:16]C(OC(C)(C)C)=O.[Cl:24][C:25]1[CH:35]=[CH:34][C:28]([C:29]([N:31]=[C:32]=[O:33])=O)=[C:27]([F:36])[CH:26]=1.C(O)(C(F)(F)F)=O. Product: [Cl:1][C:2]1[CH:7]=[CH:6][C:5]([CH2:8][NH:9][C:10]([CH:12]2[CH2:14][CH2:13]2)=[O:11])=[CH:4][C:3]=1[N:15]1[C:32](=[O:33])[NH:31][C:29]([C:28]2[CH:34]=[CH:35][C:25]([Cl:24])=[CH:26][C:27]=2[F:36])=[N:16]1. The catalyst class is: 2. (5) Reactant: [F:1][C:2]([F:28])([F:27])[C:3]1[CH:20]=[CH:19][C:6]([CH2:7][NH:8][C:9](=[O:18])[C:10]2[CH:15]=[CH:14][CH:13]=[C:12]([NH2:16])[C:11]=2[OH:17])=[C:5]([N:21]2[CH2:26][CH2:25][CH2:24][CH2:23][CH2:22]2)[CH:4]=1.Cl[CH2:30][C:31](Cl)=[O:32].C([O-])([O-])=O.[K+].[K+]. Product: [F:28][C:2]([F:1])([F:27])[C:3]1[CH:20]=[CH:19][C:6]([CH2:7][NH:8][C:9]([C:10]2[C:11]3[O:17][CH2:30][C:31](=[O:32])[NH:16][C:12]=3[CH:13]=[CH:14][CH:15]=2)=[O:18])=[C:5]([N:21]2[CH2:26][CH2:25][CH2:24][CH2:23][CH2:22]2)[CH:4]=1. The catalyst class is: 3. (6) Reactant: [CH3:1][C:2]1([CH3:10])[O:9][C:7](=[O:8])[CH2:6][C:4](=[O:5])[O:3]1.[CH:11]1([C:17](Cl)=[O:18])[CH2:16][CH2:15][CH2:14][CH2:13][CH2:12]1. Product: [CH:11]1([C:17]([CH:6]2[C:7](=[O:8])[O:9][C:2]([CH3:10])([CH3:1])[O:3][C:4]2=[O:5])=[O:18])[CH2:16][CH2:15][CH2:14][CH2:13][CH2:12]1. The catalyst class is: 298. (7) Reactant: [H-].[Na+].[OH:3][C:4]1[CH:5]=[C:6]2[C:10](=[CH:11][CH:12]=1)[NH:9][CH:8]=[CH:7]2.Cl[C:14]1[N:19]=[CH:18][N:17]=[C:16]([NH2:20])[CH:15]=1. Product: [NH:9]1[C:10]2[C:6](=[CH:5][C:4]([O:3][C:14]3[N:19]=[CH:18][N:17]=[C:16]([NH2:20])[CH:15]=3)=[CH:12][CH:11]=2)[CH:7]=[CH:8]1. The catalyst class is: 16. (8) Reactant: [Si]([O:8][CH2:9][C:10]1[N:11]=[CH:12][N:13]([C:15]2[CH:20]=[CH:19][C:18]([N:21]3[CH2:25][C@H:24]([CH2:26][N:27]4[CH:31]=[C:30]([CH3:32])[N:29]=[N:28]4)[O:23][C:22]3=[O:33])=[CH:17][C:16]=2[F:34])[CH:14]=1)(C(C)(C)C)(C)C.[F-].C([N+](CCCC)(CCCC)CCCC)CCC.O. Product: [F:34][C:16]1[CH:17]=[C:18]([N:21]2[CH2:25][C@H:24]([CH2:26][N:27]3[CH:31]=[C:30]([CH3:32])[N:29]=[N:28]3)[O:23][C:22]2=[O:33])[CH:19]=[CH:20][C:15]=1[N:13]1[CH:14]=[C:10]([CH2:9][OH:8])[N:11]=[CH:12]1. The catalyst class is: 7.